From a dataset of Peptide-MHC class II binding affinity with 134,281 pairs from IEDB. Regression. Given a peptide amino acid sequence and an MHC pseudo amino acid sequence, predict their binding affinity value. This is MHC class II binding data. The peptide sequence is FEAAFNDAIKASTGG. The MHC is HLA-DPA10301-DPB10402 with pseudo-sequence HLA-DPA10301-DPB10402. The binding affinity (normalized) is 0.0452.